Dataset: Catalyst prediction with 721,799 reactions and 888 catalyst types from USPTO. Task: Predict which catalyst facilitates the given reaction. (1) Reactant: [Cl:1][C:2]1[CH:3]=[CH:4][C:5]2[S:9][C:8]([SH:10])=[N:7][C:6]=2[CH:11]=1.Cl[C:13]1[C:18]([Cl:19])=[CH:17][C:16]([N+:20]([O-:22])=[O:21])=[CH:15][C:14]=1[C:23](=[O:25])[CH3:24].C(C1C=CC=CC=1)(=O)C. Product: [Cl:19][C:18]1[C:13]([S:10][C:8]2[S:9][C:5]3[CH:4]=[CH:3][C:2]([Cl:1])=[CH:11][C:6]=3[N:7]=2)=[C:14]([C:23](=[O:25])[CH3:24])[CH:15]=[C:16]([N+:20]([O-:22])=[O:21])[CH:17]=1. The catalyst class is: 3. (2) Reactant: [Cl:1][C:2]1[CH:3]=[C:4]([NH:9][C:10]([C:12]2[N:13]=[C:14]([Br:30])[N:15]([CH:26]3[CH2:29][CH2:28][CH2:27]3)[C:16]=2[CH:17]([C:19]2[CH:24]=[CH:23][C:22]([Cl:25])=[CH:21][CH:20]=2)O)=[O:11])[CH:5]=[CH:6][C:7]=1[F:8].OS(O)(=O)=O. Product: [Br:30][C:14]1[N:15]([CH:26]2[CH2:29][CH2:28][CH2:27]2)[C:16]2[CH:17]([C:19]3[CH:24]=[CH:23][C:22]([Cl:25])=[CH:21][CH:20]=3)[N:9]([C:4]3[CH:5]=[CH:6][C:7]([F:8])=[C:2]([Cl:1])[CH:3]=3)[C:10](=[O:11])[C:12]=2[N:13]=1. The catalyst class is: 52. (3) Reactant: C([O:8][C:9]1[CH:26]=[C:25]([CH2:27][CH3:28])[CH:24]=[CH:23][C:10]=1[O:11][C:12]1[CH:17]=[CH:16][C:15]([NH:18][CH2:19][CH2:20][OH:21])=[CH:14][C:13]=1[F:22])C1C=CC=CC=1.O1CCCC1. Product: [CH2:27]([C:25]1[CH:24]=[CH:23][C:10]([O:11][C:12]2[CH:17]=[CH:16][C:15]([NH:18][CH2:19][CH2:20][OH:21])=[CH:14][C:13]=2[F:22])=[C:9]([OH:8])[CH:26]=1)[CH3:28]. The catalyst class is: 5. (4) Reactant: Cl.[Cl:2][C:3]1[CH:4]=[C:5]([NH:10][NH2:11])[CH:6]=[CH:7][C:8]=1[Cl:9].[CH3:12][C:13]([O:16][C:17](O[C:17]([O:16][C:13]([CH3:15])([CH3:14])[CH3:12])=[O:18])=[O:18])([CH3:15])[CH3:14].C([O-])([O-])=O.[Na+].[Na+].C(#N)C. Product: [Cl:2][C:3]1[CH:4]=[C:5]([NH:10][NH:11][C:17]([O:16][C:13]([CH3:15])([CH3:14])[CH3:12])=[O:18])[CH:6]=[CH:7][C:8]=1[Cl:9]. The catalyst class is: 6. (5) Reactant: [F:1][C:2]1[C:14]([NH:15][CH2:16][C:17]2[CH:22]=[CH:21][CH:20]=[C:19]([C:23]3[CH:28]=[CH:27][CH:26]=[C:25]([F:29])[CH:24]=3)[CH:18]=2)=[C:13]([F:30])[CH:12]=[CH:11][C:3]=1[O:4][CH2:5][C:6]([O:8]CC)=[O:7].[OH-].[Na+].O. Product: [F:1][C:2]1[C:14]([NH:15][CH2:16][C:17]2[CH:22]=[CH:21][CH:20]=[C:19]([C:23]3[CH:28]=[CH:27][CH:26]=[C:25]([F:29])[CH:24]=3)[CH:18]=2)=[C:13]([F:30])[CH:12]=[CH:11][C:3]=1[O:4][CH2:5][C:6]([OH:8])=[O:7]. The catalyst class is: 1. (6) Reactant: B.C1COCC1.[N+:7](/[CH:10]=[CH:11]/[C:12]1[CH:17]=[CH:16][CH:15]=[CH:14][CH:13]=1)([O-])=[O:8].[BH4-].[Na+].Cl. Product: [C:12]1([CH2:11][CH2:10][NH:7][OH:8])[CH:17]=[CH:16][CH:15]=[CH:14][CH:13]=1. The catalyst class is: 90. (7) Reactant: [CH3:1][O:2][C:3]1[C:4]([C:9]2[C:10]3[CH:17]=[C:16]([CH2:18][O:19][C:20]4[CH:25]=[CH:24][C:23]([C@@H:26]([C:33]#[C:34][CH3:35])[CH2:27][C:28]([O:30]CC)=[O:29])=[CH:22][CH:21]=4)[CH:15]=[CH:14][C:11]=3[S:12][CH:13]=2)=[N:5][CH:6]=[CH:7][CH:8]=1.[Li+].[OH-].Cl. Product: [CH3:1][O:2][C:3]1[C:4]([C:9]2[C:10]3[CH:17]=[C:16]([CH2:18][O:19][C:20]4[CH:21]=[CH:22][C:23]([C@@H:26]([C:33]#[C:34][CH3:35])[CH2:27][C:28]([OH:30])=[O:29])=[CH:24][CH:25]=4)[CH:15]=[CH:14][C:11]=3[S:12][CH:13]=2)=[N:5][CH:6]=[CH:7][CH:8]=1. The catalyst class is: 14. (8) Reactant: [F:1][C:2]1[CH:10]=[CH:9][C:5]([C:6](O)=[O:7])=[CH:4][C:3]=1[N+:11]([O-:13])=[O:12].C(Cl)(=O)C([Cl:17])=O. Product: [F:1][C:2]1[CH:10]=[CH:9][C:5]([C:6]([Cl:17])=[O:7])=[CH:4][C:3]=1[N+:11]([O-:13])=[O:12]. The catalyst class is: 59. (9) Reactant: [NH2:1][C:2]1[CH:10]=[CH:9][C:8]([N:11]2[CH2:16][CH2:15][O:14][CH2:13][CH2:12]2)=[CH:7][C:3]=1[C:4]([NH2:6])=[O:5].[C:17]([Si:21]([CH3:37])([CH3:36])[O:22][CH2:23][CH2:24][O:25][C:26]1[C:33]([CH3:34])=[CH:32][C:29]([CH:30]=O)=[CH:28][C:27]=1[CH3:35])([CH3:20])([CH3:19])[CH3:18].S([O-])(O)=O.[Na+].C1(C)C=CC(S(O)(=O)=O)=CC=1.C(=O)(O)[O-].[Na+]. Product: [C:17]([Si:21]([CH3:37])([CH3:36])[O:22][CH2:23][CH2:24][O:25][C:26]1[C:27]([CH3:35])=[CH:28][C:29]([C:30]2[NH:6][C:4](=[O:5])[C:3]3[C:2](=[CH:10][CH:9]=[C:8]([N:11]4[CH2:12][CH2:13][O:14][CH2:15][CH2:16]4)[CH:7]=3)[N:1]=2)=[CH:32][C:33]=1[CH3:34])([CH3:20])([CH3:19])[CH3:18]. The catalyst class is: 395. (10) Reactant: [Si]([O:8][C@H:9]1[CH2:13][N:12]([C:14]([O:16][C:17]([CH3:20])([CH3:19])[CH3:18])=[O:15])[C@H:11]([CH2:21][CH2:22][C:23]([O:25][CH2:26][CH3:27])=[O:24])[CH2:10]1)(C(C)(C)C)(C)C.[F-].C([N+](CCCC)(CCCC)CCCC)CCC. Product: [CH2:26]([O:25][C:23](=[O:24])[CH2:22][CH2:21][C@@H:11]1[CH2:10][C@@H:9]([OH:8])[CH2:13][N:12]1[C:14]([O:16][C:17]([CH3:20])([CH3:19])[CH3:18])=[O:15])[CH3:27]. The catalyst class is: 54.